This data is from Forward reaction prediction with 1.9M reactions from USPTO patents (1976-2016). The task is: Predict the product of the given reaction. The product is: [NH2:6][C:7]1[CH:16]=[CH:15][C:14]([C:17]([C:19]2[N:27]3[C:22]([CH:23]=[CH:24][CH:25]=[CH:26]3)=[C:21]([NH:28][C:29](=[O:40])[C:30]3[CH:35]=[CH:34][CH:33]=[C:32]([O:36][CH2:37][CH2:38][O:39][S:1]([CH3:4])(=[O:3])=[O:2])[CH:31]=3)[C:20]=2[CH3:41])=[O:18])=[CH:13][C:8]=1[C:9]([O:11][CH3:12])=[O:10]. Given the reactants [S:1](Cl)([CH3:4])(=[O:3])=[O:2].[NH2:6][C:7]1[CH:16]=[CH:15][C:14]([C:17]([C:19]2[N:27]3[C:22]([CH:23]=[CH:24][CH:25]=[CH:26]3)=[C:21]([NH:28][C:29](=[O:40])[C:30]3[CH:35]=[CH:34][CH:33]=[C:32]([O:36][CH2:37][CH2:38][OH:39])[CH:31]=3)[C:20]=2[CH3:41])=[O:18])=[CH:13][C:8]=1[C:9]([O:11][CH3:12])=[O:10].O, predict the reaction product.